Dataset: Peptide-MHC class II binding affinity with 134,281 pairs from IEDB. Task: Regression. Given a peptide amino acid sequence and an MHC pseudo amino acid sequence, predict their binding affinity value. This is MHC class II binding data. (1) The peptide sequence is NVFDEVIPTAFTVGK. The MHC is DRB1_0101 with pseudo-sequence DRB1_0101. The binding affinity (normalized) is 0.475. (2) The peptide sequence is ERKYFAATQFEPLAA. The MHC is HLA-DQA10501-DQB10201 with pseudo-sequence HLA-DQA10501-DQB10201. The binding affinity (normalized) is 0.381. (3) The peptide sequence is VADDLTAAINKGILV. The MHC is HLA-DQA10201-DQB10303 with pseudo-sequence HLA-DQA10201-DQB10303. The binding affinity (normalized) is 0.264. (4) The peptide sequence is AFKVAATAANAAPKN. The MHC is HLA-DPA10201-DPB11401 with pseudo-sequence HLA-DPA10201-DPB11401. The binding affinity (normalized) is 0.876.